Dataset: Catalyst prediction with 721,799 reactions and 888 catalyst types from USPTO. Task: Predict which catalyst facilitates the given reaction. (1) Reactant: Cl[CH2:2][CH2:3][CH2:4][C:5]([O:7][CH:8]1[CH:12]2[O:13][C:14](=[O:21])[CH:15]3[CH:16]([C:17]([O:19][CH3:20])=[O:18])[CH:9]1[CH2:10][CH:11]23)=[O:6].CN(C)C=O.[C:27]([O-:32])(=[O:31])[C:28]([CH3:30])=[CH2:29].[Na+].[I-].[Na+]. Product: [C:27]([O:32][CH2:2][CH2:3][CH2:4][C:5]([O:7][CH:8]1[CH:12]2[O:13][C:14](=[O:21])[CH:15]3[CH:16]([C:17]([O:19][CH3:20])=[O:18])[CH:9]1[CH2:10][CH:11]23)=[O:6])(=[O:31])[C:28]([CH3:30])=[CH2:29]. The catalyst class is: 6. (2) Reactant: Cl[C:2]1[CH:7]=[C:6]([Cl:8])[N:5]=[C:4]([S:9][CH3:10])[N:3]=1.[NH2:11][C:12]1[CH:17]=[C:16]([CH3:18])[CH:15]=[CH:14][C:13]=1[NH:19][C:20](=[O:26])[O:21][C:22]([CH3:25])([CH3:24])[CH3:23].C(N(CC)C(C)C)(C)C.O. Product: [Cl:8][C:6]1[N:5]=[C:4]([S:9][CH3:10])[N:3]=[C:2]([NH:11][C:12]2[CH:17]=[C:16]([CH3:18])[CH:15]=[CH:14][C:13]=2[NH:19][C:20](=[O:26])[O:21][C:22]([CH3:24])([CH3:23])[CH3:25])[CH:7]=1. The catalyst class is: 44. (3) Reactant: [C:1]([O:4][C:5]1[CH:10]=[CH:9][C:8]([CH:11]2[CH:20](O)[C:19]3[C:14](=[CH:15][C:16]([O:22][C:23](=[O:25])[CH3:24])=[CH:17][CH:18]=3)[O:13][CH:12]2[CH2:26][CH2:27][CH2:28][CH3:29])=[CH:7][CH:6]=1)(=[O:3])[CH3:2].P(=O)(O)(O)O.C(=O)([O-])O.[Na+]. Product: [C:23]([O:22][C:16]1[CH:15]=[C:14]2[C:19]([CH:20]=[C:11]([C:8]3[CH:9]=[CH:10][C:5]([O:4][C:1](=[O:3])[CH3:2])=[CH:6][CH:7]=3)[CH:12]([CH2:26][CH2:27][CH2:28][CH3:29])[O:13]2)=[CH:18][CH:17]=1)(=[O:25])[CH3:24]. The catalyst class is: 11.